This data is from Full USPTO retrosynthesis dataset with 1.9M reactions from patents (1976-2016). The task is: Predict the reactants needed to synthesize the given product. (1) Given the product [C:1]([C:5]1[N:10]=[CH:9][C:8]([C:11]2[N:12]([C:32]([N:34]3[CH2:35][CH2:36][CH:37]([CH2:40][C:41]([NH:54][C:53]4[CH:55]=[CH:56][C:50]([CH:47]([CH3:49])[CH3:48])=[CH:51][CH:52]=4)=[O:43])[CH2:38][CH2:39]3)=[O:33])[C@@:13]([C:25]3[CH:30]=[CH:29][C:28]([Cl:31])=[CH:27][CH:26]=3)([CH3:24])[C@@:14]([C:17]3[CH:22]=[CH:21][C:20]([Cl:23])=[CH:19][CH:18]=3)([CH3:16])[N:15]=2)=[C:7]([O:44][CH2:45][CH3:46])[CH:6]=1)([CH3:2])([CH3:3])[CH3:4], predict the reactants needed to synthesize it. The reactants are: [C:1]([C:5]1[N:10]=[CH:9][C:8]([C:11]2[N:12]([C:32]([N:34]3[CH2:39][CH2:38][CH:37]([CH2:40][C:41]([OH:43])=O)[CH2:36][CH2:35]3)=[O:33])[C@@:13]([C:25]3[CH:30]=[CH:29][C:28]([Cl:31])=[CH:27][CH:26]=3)([CH3:24])[C@@:14]([C:17]3[CH:22]=[CH:21][C:20]([Cl:23])=[CH:19][CH:18]=3)([CH3:16])[N:15]=2)=[C:7]([O:44][CH2:45][CH3:46])[CH:6]=1)([CH3:4])([CH3:3])[CH3:2].[CH:47]([C:50]1[CH:56]=[CH:55][C:53]([NH2:54])=[CH:52][CH:51]=1)([CH3:49])[CH3:48]. (2) Given the product [CH3:35][C:5]([O:7][C:8]1[CH:13]=[CH:12][C:11]([O:14][CH2:15][CH2:16][C:17]2[N:18]=[C:19]([C:23]3[CH:24]=[CH:25][C:26]([C:29]4[CH:30]=[N:31][CH:32]=[N:33][CH:34]=4)=[CH:27][CH:28]=3)[O:20][C:21]=2[CH3:22])=[CH:10][CH:9]=1)([CH3:6])[C:4]([OH:36])=[O:3], predict the reactants needed to synthesize it. The reactants are: C([O:3][C:4](=[O:36])[C:5]([CH3:35])([O:7][C:8]1[CH:13]=[CH:12][C:11]([O:14][CH2:15][CH2:16][C:17]2[N:18]=[C:19]([C:23]3[CH:28]=[CH:27][C:26]([C:29]4[CH:30]=[N:31][CH:32]=[N:33][CH:34]=4)=[CH:25][CH:24]=3)[O:20][C:21]=2[CH3:22])=[CH:10][CH:9]=1)[CH3:6])C.[OH-].[Na+]. (3) Given the product [CH2:1]([NH:8][C:9]1[N:14]2[N:15]=[CH:16][C:17]([C:18]([NH:40][S:37]([CH3:36])(=[O:39])=[O:38])=[O:20])=[C:13]2[N:12]=[CH:11][C:10]=1[C:21]([N:23]1[CH2:28][CH2:27][CH:26]([C:29]2[CH:34]=[CH:33][C:32]([F:35])=[CH:31][CH:30]=2)[CH2:25][CH2:24]1)=[O:22])[C:2]1[CH:3]=[CH:4][CH:5]=[CH:6][CH:7]=1, predict the reactants needed to synthesize it. The reactants are: [CH2:1]([NH:8][C:9]1[N:14]2[N:15]=[CH:16][C:17]([C:18]([OH:20])=O)=[C:13]2[N:12]=[CH:11][C:10]=1[C:21]([N:23]1[CH2:28][CH2:27][CH:26]([C:29]2[CH:34]=[CH:33][C:32]([F:35])=[CH:31][CH:30]=2)[CH2:25][CH2:24]1)=[O:22])[C:2]1[CH:7]=[CH:6][CH:5]=[CH:4][CH:3]=1.[CH3:36][S:37]([NH2:40])(=[O:39])=[O:38]. (4) Given the product [C:1]([C:3]1[CH:4]=[C:5]([C:10]2[O:14][N:13]=[C:12]([C:15]3[CH:32]=[CH:31][C:18]4[CH2:19][CH2:20][N:21]([C:24]([O:26][C:27]([CH3:28])([CH3:29])[CH3:30])=[O:25])[CH2:22][CH2:23][C:17]=4[CH:16]=3)[N:11]=2)[CH:6]=[CH:7][C:8]=1[O:9][CH2:45][C:46]([F:49])([F:48])[F:47])#[N:2], predict the reactants needed to synthesize it. The reactants are: [C:1]([C:3]1[CH:4]=[C:5]([C:10]2[O:14][N:13]=[C:12]([C:15]3[CH:32]=[CH:31][C:18]4[CH2:19][CH2:20][N:21]([C:24]([O:26][C:27]([CH3:30])([CH3:29])[CH3:28])=[O:25])[CH2:22][CH2:23][C:17]=4[CH:16]=3)[N:11]=2)[CH:6]=[CH:7][C:8]=1[OH:9])#[N:2].C(=O)([O-])[O-].[K+].[K+].FC(F)(F)S(O[CH2:45][C:46]([F:49])([F:48])[F:47])(=O)=O. (5) Given the product [CH2:46]=[C:11]1[CH2:10][CH2:9][C@H:8]2[C@H:7]3[C@H:16]([C@@H:15]([C:20]4[CH:25]=[CH:24][C:23]([O:26][CH2:27][CH2:28][CH2:29][CH2:30][CH2:31][S:32]([CH2:35][CH2:36][CH2:37][C:38]([F:43])([F:44])[C:39]([F:40])([F:42])[F:41])(=[O:33])=[O:34])=[CH:22][CH:21]=4)[CH2:14][C@:12]12[CH3:13])[C:17]1[CH:18]=[CH:19][C:2]([OH:1])=[CH:3][C:4]=1[CH2:5][CH2:6]3, predict the reactants needed to synthesize it. The reactants are: [OH:1][C:2]1[CH:19]=[CH:18][C:17]2[C@@H:16]3[C@H:7]([C@H:8]4[C@@:12]([CH2:14][C@@H:15]3[C:20]3[CH:25]=[CH:24][C:23]([O:26][CH2:27][CH2:28][CH2:29][CH2:30][CH2:31][S:32]([CH2:35][CH2:36][CH2:37][C:38]([F:44])([F:43])[C:39]([F:42])([F:41])[F:40])(=[O:34])=[O:33])=[CH:22][CH:21]=3)([CH3:13])[C:11](=O)[CH2:10][CH2:9]4)[CH2:6][CH2:5][C:4]=2[CH:3]=1.[CH3:46][O-].[Na+].[Cl-].[NH4+].